From a dataset of Forward reaction prediction with 1.9M reactions from USPTO patents (1976-2016). Predict the product of the given reaction. Given the reactants [OH:1][C@H:2]1[CH2:6][CH2:5][N:4]([CH2:7][CH2:8][C:9]2[CH:14]=[CH:13][CH:12]=[C:11]([N:15]3[CH2:19][CH2:18][CH2:17][CH2:16]3)[CH:10]=2)[CH2:3]1.C(N(CC)CC)C.[CH3:27][S:28](Cl)(=[O:30])=[O:29].C(=O)([O-])O.[Na+], predict the reaction product. The product is: [CH3:27][S:28]([O:1][C@H:2]1[CH2:6][CH2:5][N:4]([CH2:7][CH2:8][C:9]2[CH:14]=[CH:13][CH:12]=[C:11]([N:15]3[CH2:16][CH2:17][CH2:18][CH2:19]3)[CH:10]=2)[CH2:3]1)(=[O:30])=[O:29].